This data is from Forward reaction prediction with 1.9M reactions from USPTO patents (1976-2016). The task is: Predict the product of the given reaction. (1) Given the reactants C([N:8]([CH2:27][C@@H:28]([C:30]1[CH:35]=[CH:34][CH:33]=[C:32]([Cl:36])[CH:31]=1)[OH:29])[CH2:9][CH2:10][C:11]1[CH:16]=[CH:15][C:14]([S:17]([C:20]2[CH:25]=[CH:24][C:23]([OH:26])=[CH:22][CH:21]=2)(=[O:19])=[O:18])=[CH:13][CH:12]=1)C1C=CC=CC=1.C(N(CC)CC)C.[H][H], predict the reaction product. The product is: [Cl:36][C:32]1[CH:31]=[C:30]([C@@H:28]([OH:29])[CH2:27][NH:8][CH2:9][CH2:10][C:11]2[CH:16]=[CH:15][C:14]([S:17]([C:20]3[CH:21]=[CH:22][C:23]([OH:26])=[CH:24][CH:25]=3)(=[O:18])=[O:19])=[CH:13][CH:12]=2)[CH:35]=[CH:34][CH:33]=1. (2) Given the reactants [C:1]1([C:8]2[CH:13]=[CH:12][CH:11]=[CH:10][CH:9]=2)[C:2]([NH2:7])=[CH:3][CH:4]=[CH:5][CH:6]=1.[C:14]1([S:20](Cl)(=[O:22])=[O:21])[CH:19]=[CH:18][CH:17]=[CH:16][CH:15]=1.Br[CH2:25][C:26](OCC)=[O:27], predict the reaction product. The product is: [C:14]1([S:20]([N:7]2[CH2:25][C:26](=[O:27])[C:13]3[CH:12]=[CH:11][CH:10]=[CH:9][C:8]=3[C:1]3[CH:6]=[CH:5][CH:4]=[CH:3][C:2]2=3)(=[O:22])=[O:21])[CH:19]=[CH:18][CH:17]=[CH:16][CH:15]=1. (3) Given the reactants Cl.[CH3:2][C:3]1[NH:7][C:6]([CH2:8][C:9]([C:11]2[CH:16]=[CH:15][CH:14]=[CH:13][CH:12]=2)=[O:10])=[N:5][C:4]=1[CH2:17][CH2:18][CH3:19].C[O-].[Na+].[C:23](OC)(=[O:26])[C:24]#[CH:25], predict the reaction product. The product is: [C:9]([C:8]1[CH:25]=[CH:24][C:23](=[O:26])[N:7]2[C:3]([CH3:2])=[C:4]([CH2:17][CH2:18][CH3:19])[NH:5][C:6]=12)(=[O:10])[C:11]1[CH:16]=[CH:15][CH:14]=[CH:13][CH:12]=1.